Task: Predict the reaction yield, written as a fraction of the theoretical maximum amount of product (1.0 means a 100% yield; for example, 0.34 means a 34% yield).. Dataset: Reaction yield outcomes from USPTO patents with 853,638 reactions (1) The product is [Cl:8][C:7]1[C:6]([N:19]2[CH2:23][CH2:22][C@@H:21]([NH:24][C:25](=[O:31])[O:26][C:27]([CH3:29])([CH3:28])[CH3:30])[CH2:20]2)=[CH:5][N:4]=[N:3][C:2]=1[Cl:1]. The reactants are [Cl:1][C:2]1[N:3]=[N:4][CH:5]=[C:6](Cl)[C:7]=1[Cl:8].CCN(C(C)C)C(C)C.[NH:19]1[CH2:23][CH2:22][C@@H:21]([NH:24][C:25](=[O:31])[O:26][C:27]([CH3:30])([CH3:29])[CH3:28])[CH2:20]1. The catalyst is CC(O)C. The yield is 0.550. (2) The reactants are C[O:2][C:3]([CH:5]1[CH2:8][N:7]([CH2:9][C:10]2[CH:15]=[CH:14][C:13]([O:16][CH2:17][CH2:18][CH:19]3[CH2:24][CH2:23][CH:22]4[CH2:25][CH:20]3[C:21]4([CH3:27])[CH3:26])=[CH:12][CH:11]=2)[CH2:6]1)=[O:4].COC(C1CN(CC2C=CC(OCC3C4C=C(Cl)C=CC=4OC=3)=CC=2)C1)=O. No catalyst specified. The product is [CH3:26][C:21]1([CH3:27])[CH:20]2[CH2:25][CH:22]1[CH2:23][CH2:24][CH:19]2[CH2:18][CH2:17][O:16][C:13]1[CH:12]=[CH:11][C:10]([CH2:9][N:7]2[CH2:6][CH:5]([C:3]([OH:4])=[O:2])[CH2:8]2)=[CH:15][CH:14]=1. The yield is 0.870. (3) The reactants are [CH2:1]([N:8]1[CH:13]=[CH:12][CH:11]=[C:10]([O:14][CH3:15])[C:9]1=O)[C:2]1[CH:7]=[CH:6][CH:5]=[CH:4][CH:3]=1.COC1C=CC(P2(SP(C3C=CC(OC)=CC=3)(=S)S2)=[S:26])=CC=1. The catalyst is C1(C)C=CC=CC=1. The product is [CH2:1]([N:8]1[CH:13]=[CH:12][CH:11]=[C:10]([O:14][CH3:15])[C:9]1=[S:26])[C:2]1[CH:7]=[CH:6][CH:5]=[CH:4][CH:3]=1. The yield is 0.820.